Dataset: Reaction yield outcomes from USPTO patents with 853,638 reactions. Task: Predict the reaction yield, written as a fraction of the theoretical maximum amount of product (1.0 means a 100% yield; for example, 0.34 means a 34% yield). (1) The reactants are [OH:1][C:2]1[C:11](=[O:12])[C:10]2[C:5](=[CH:6][CH:7]=[C:8]([CH2:13][CH2:14][CH2:15][CH2:16][CH2:17][CH2:18][CH2:19][CH2:20][CH2:21][CH3:22])[CH:9]=2)[O:4][C:3]=1[C:23]1[CH:28]=[C:27]([O:29]C)[C:26]([O:31]CC2C=CC=CC=2)=[C:25]([O:39]C)[CH:24]=1.B(Br)(Br)Br.CO.O. The catalyst is ClCCl. The product is [CH2:13]([C:8]1[CH:9]=[C:10]2[C:5](=[CH:6][CH:7]=1)[O:4][C:3]([C:23]1[CH:28]=[C:27]([OH:29])[C:26]([OH:31])=[C:25]([OH:39])[CH:24]=1)=[C:2]([OH:1])[C:11]2=[O:12])[CH2:14][CH2:15][CH2:16][CH2:17][CH2:18][CH2:19][CH2:20][CH2:21][CH3:22]. The yield is 1.10. (2) The reactants are [Cl:1][C:2]1[N:3]=[CH:4][NH:5][CH:6]=1.Cl[C:8]1[CH:13]=[CH:12][C:11]([N+:14]([O-:16])=[O:15])=[CH:10][C:9]=1[O:17][CH3:18].[OH-].[K+].O. The catalyst is CS(C)=O. The product is [Cl:1][C:2]1[N:3]=[CH:4][N:5]([C:8]2[CH:13]=[CH:12][C:11]([N+:14]([O-:16])=[O:15])=[CH:10][C:9]=2[O:17][CH3:18])[CH:6]=1. The yield is 0.420. (3) The reactants are [Br:1][C:2]1[N:6]2[N:7]=[C:8](F)[CH:9]=[CH:10][C:5]2=[N:4][CH:3]=1.[CH3:12][N:13]([C:18]1[CH:23]=[CH:22][CH:21]=[CH:20][CH:19]=1)[CH2:14][CH2:15][CH2:16][NH2:17].CN(C=O)C. The catalyst is CCOC(C)=O.O. The product is [Br:1][C:2]1[N:6]2[N:7]=[C:8]([NH:17][CH2:16][CH2:15][CH2:14][N:13]([CH3:12])[C:18]3[CH:23]=[CH:22][CH:21]=[CH:20][CH:19]=3)[CH:9]=[CH:10][C:5]2=[N:4][CH:3]=1. The yield is 0.600. (4) The reactants are [OH:1][C:2]1[CH:7]=[CH:6][C:5]([C:8]2[CH:13]=[CH:12][C:11]([S:14]([NH:17][CH:18]([CH:22]([CH3:24])[CH3:23])[C:19]([OH:21])=[O:20])(=[O:16])=[O:15])=[CH:10][CH:9]=2)=[CH:4][CH:3]=1.C(OCC)C.[N-:30]=[C:31]=[O:32].[O:33]1[C:37]2[CH:38]=[CH:39][CH:40]=[CH:41][C:36]=2[CH:35]=[CH:34]1.C(N(CC)CC)C. The catalyst is C(Cl)Cl. The product is [O:33]1[C:37]2[CH:38]=[CH:39][CH:40]=[CH:41][C:36]=2[CH:35]=[C:34]1[NH:30][C:31]([O:1][C:2]1[CH:7]=[CH:6][C:5]([C:8]2[CH:9]=[CH:10][C:11]([S:14]([NH:17][C@@H:18]([C:19]([OH:21])=[O:20])[CH:22]([CH3:24])[CH3:23])(=[O:16])=[O:15])=[CH:12][CH:13]=2)=[CH:4][CH:3]=1)=[O:32]. The yield is 0.160. (5) The reactants are [F:1][C:2]1[CH:3]=[C:4]([CH:6]=[C:7]([C:9]2[S:13][CH:12]=[N:11][CH:10]=2)[CH:8]=1)[NH2:5].Cl[C:15]1[N:20]=[C:19]([CH:21]2[CH2:23][CH2:22]2)[C:18]([F:24])=[CH:17][N:16]=1.CC1(C)C2C(=C(P(C3C=CC=CC=3)C3C=CC=CC=3)C=CC=2)OC2C(P(C3C=CC=CC=3)C3C=CC=CC=3)=CC=CC1=2.C(=O)([O-])[O-].[Cs+].[Cs+]. The catalyst is C(OCC)(=O)C.C([O-])(=O)C.[Pd+2].C([O-])(=O)C. The product is [CH:21]1([C:19]2[C:18]([F:24])=[CH:17][N:16]=[C:15]([NH:5][C:4]3[CH:6]=[C:7]([C:9]4[S:13][CH:12]=[N:11][CH:10]=4)[CH:8]=[C:2]([F:1])[CH:3]=3)[N:20]=2)[CH2:23][CH2:22]1. The yield is 0.780.